This data is from Reaction yield outcomes from USPTO patents with 853,638 reactions. The task is: Predict the reaction yield, written as a fraction of the theoretical maximum amount of product (1.0 means a 100% yield; for example, 0.34 means a 34% yield). (1) The reactants are [C:1]([NH:4][C@@H:5]1[CH2:10][C@H:9]([N:11]([CH3:13])[CH3:12])[CH2:8][CH2:7][C@@H:6]1[N:14]1[CH2:18][CH2:17][C@H:16]([NH:19]C(=O)OCC2C=CC=CC=2)[C:15]1=[O:30])(=[O:3])[CH3:2]. The catalyst is [Pd].CCOC(C)=O. The product is [NH2:19][C@H:16]1[CH2:17][CH2:18][N:14]([C@H:6]2[CH2:7][CH2:8][C@@H:9]([N:11]([CH3:13])[CH3:12])[CH2:10][C@H:5]2[NH:4][C:1](=[O:3])[CH3:2])[C:15]1=[O:30]. The yield is 0.850. (2) The reactants are [Br:1][C:2]1[CH:3]=[C:4]2[C:9](=[CH:10][CH:11]=1)[N:8]=[C:7]([CH2:12]Cl)[N:6]([C:14]1[CH:19]=[CH:18][CH:17]=[CH:16][C:15]=1[Cl:20])[C:5]2=[O:21].O.[SH:23][C:24]1[N:32]=[CH:31][N:30]=[C:29]2[C:25]=1[NH:26][CH:27]=[N:28]2.C([O-])([O-])=O.[K+].[K+]. The catalyst is CN(C=O)C. The product is [Br:1][C:2]1[CH:3]=[C:4]2[C:9](=[CH:10][CH:11]=1)[N:8]=[C:7]([CH2:12][S:23][C:24]1[N:32]=[CH:31][N:30]=[C:29]3[C:25]=1[N:26]=[CH:27][NH:28]3)[N:6]([C:14]1[CH:19]=[CH:18][CH:17]=[CH:16][C:15]=1[Cl:20])[C:5]2=[O:21]. The yield is 0.470.